Task: Predict the reactants needed to synthesize the given product.. Dataset: Full USPTO retrosynthesis dataset with 1.9M reactions from patents (1976-2016) (1) Given the product [Cl:3][C:4]1[CH:9]=[CH:8][C:7]([C@@H:10]([C@@H:30]2[CH2:34][CH2:33][CH2:32][N:31]2[CH3:37])[C:11]([N:13]2[CH2:14][CH2:15][N:16]([C:19]3[C:20]4[C@H:27]([CH3:28])[CH2:26][C@@H:25]([OH:29])[C:21]=4[N:22]=[CH:23][N:24]=3)[CH2:17][CH2:18]2)=[O:12])=[CH:6][CH:5]=1, predict the reactants needed to synthesize it. The reactants are: Cl.Cl.[Cl:3][C:4]1[CH:9]=[CH:8][C:7]([C@@H:10]([C@@H:30]2[CH2:34][CH2:33][CH2:32][NH:31]2)[C:11]([N:13]2[CH2:18][CH2:17][N:16]([C:19]3[C:20]4[C@H:27]([CH3:28])[CH2:26][C@@H:25]([OH:29])[C:21]=4[N:22]=[CH:23][N:24]=3)[CH2:15][CH2:14]2)=[O:12])=[CH:6][CH:5]=1.C=O.[CH:37](O)=O.C([O-])(O)=O.[Na+].Cl.O1CCOCC1. (2) Given the product [CH:1]([N:4]1[C:12]2[C:7](=[CH:8][CH:9]=[CH:10][C:11]=2[C:13]([F:16])([F:15])[F:14])[C:6]([C:17]2[CH:22]=[CH:21][C:20]([OH:23])=[CH:19][C:18]=2[CH3:25])=[N:5]1)([CH3:3])[CH3:2], predict the reactants needed to synthesize it. The reactants are: [CH:1]([N:4]1[C:12]2[C:7](=[CH:8][CH:9]=[CH:10][C:11]=2[C:13]([F:16])([F:15])[F:14])[C:6]([C:17]2[CH:22]=[CH:21][C:20]([O:23]C)=[CH:19][C:18]=2[CH3:25])=[N:5]1)([CH3:3])[CH3:2].B(Br)(Br)Br.C1CCCCC=1. (3) Given the product [C:7]([OH:16])(=[O:15])[CH:8]([CH:10]([C:12]([OH:14])=[O:13])[OH:11])[OH:9].[Fe:17], predict the reactants needed to synthesize it. The reactants are: COCC(O)=O.[C:7]([OH:16])(=[O:15])[CH:8]([CH:10]([C:12]([OH:14])=[O:13])[OH:11])[OH:9].[Fe:17]. (4) Given the product [CH3:1][C:2]1([CH3:23])[O:6][C:5](=[O:7])[N:4]([C:8]2[CH:9]=[CH:10][C:11]([C:12]([NH:58][NH:57][C:59]3[CH:64]=[C:63]([I:65])[CH:62]=[CH:61][N:60]=3)=[O:13])=[CH:15][CH:16]=2)[C@H:3]1[C:17]1[CH:18]=[CH:19][CH:20]=[CH:21][CH:22]=1, predict the reactants needed to synthesize it. The reactants are: [CH3:1][C:2]1([CH3:23])[O:6][C:5](=[O:7])[N:4]([C:8]2[CH:16]=[CH:15][C:11]([C:12](O)=[O:13])=[CH:10][CH:9]=2)[C@H:3]1[C:17]1[CH:22]=[CH:21][CH:20]=[CH:19][CH:18]=1.C(N(C(C)C)C(C)C)C.CN(C(ON1N=NC2C=CC=NC1=2)=[N+](C)C)C.F[P-](F)(F)(F)(F)F.[NH:57]([C:59]1[CH:64]=[C:63]([I:65])[CH:62]=[CH:61][N:60]=1)[NH2:58].